From a dataset of Peptide-MHC class II binding affinity with 134,281 pairs from IEDB. Regression. Given a peptide amino acid sequence and an MHC pseudo amino acid sequence, predict their binding affinity value. This is MHC class II binding data. The peptide sequence is GYPQTPFLAVEKQDV. The MHC is DRB1_0101 with pseudo-sequence DRB1_0101. The binding affinity (normalized) is 0.375.